Dataset: Reaction yield outcomes from USPTO patents with 853,638 reactions. Task: Predict the reaction yield, written as a fraction of the theoretical maximum amount of product (1.0 means a 100% yield; for example, 0.34 means a 34% yield). (1) The reactants are [CH3:1][C:2]1[C:3]([C:8]#[N:9])=[N:4][CH:5]=[CH:6][CH:7]=1.[Br:10]N1C(=O)CCC1=O.CC(O)=O.CC(N=NC(C#N)(C)C)(C#N)C. The catalyst is C(Cl)(Cl)(Cl)Cl. The product is [Br:10][CH2:1][C:2]1[C:3]([C:8]#[N:9])=[N:4][CH:5]=[CH:6][CH:7]=1. The yield is 0.210. (2) The reactants are [CH2:1]([O:8][CH:9]1[O:13][C:12](=[O:14])[CH:11]=[CH:10]1)[C:2]1C=CC=CC=1.[Br:15]Br. The catalyst is C(Cl)(Cl)(Cl)Cl. The product is [Br:15][C:10]1[CH:9]([O:8][CH2:1][CH3:2])[O:13][C:12](=[O:14])[CH:11]=1. The yield is 0.820. (3) The reactants are [C:1]1([CH:7]([C:36]2[CH:41]=[CH:40][CH:39]=[CH:38][CH:37]=2)[CH2:8][N:9]([CH2:22][CH2:23][CH2:24][O:25][C:26]2[CH:31]=[CH:30][CH:29]=[C:28]([C:32]([O:34]C)=[O:33])[CH:27]=2)[CH2:10][C:11]2[CH:16]=[CH:15][CH:14]=[C:13]([C:17]([F:20])([F:19])[F:18])[C:12]=2[Cl:21])[CH:6]=[CH:5][CH:4]=[CH:3][CH:2]=1.[OH-].[Na+].Cl. The catalyst is CO.O. The product is [ClH:21].[C:36]1([CH:7]([C:1]2[CH:2]=[CH:3][CH:4]=[CH:5][CH:6]=2)[CH2:8][N:9]([CH2:22][CH2:23][CH2:24][O:25][C:26]2[CH:31]=[CH:30][CH:29]=[C:28]([C:32]([OH:34])=[O:33])[CH:27]=2)[CH2:10][C:11]2[CH:16]=[CH:15][CH:14]=[C:13]([C:17]([F:18])([F:20])[F:19])[C:12]=2[Cl:21])[CH:41]=[CH:40][CH:39]=[CH:38][CH:37]=1. The yield is 0.420. (4) The reactants are [CH2:1]([C:3]1[CH:8]=[C:7]([N+:9]([O-])=O)[CH:6]=[CH:5][C:4]=1[OH:12])[CH3:2].Cl. The catalyst is CO.[Pd]. The product is [NH2:9][C:7]1[CH:6]=[CH:5][C:4]([OH:12])=[C:3]([CH2:1][CH3:2])[CH:8]=1. The yield is 0.960. (5) The reactants are Cl.[CH3:2][NH:3][O:4][CH3:5].[F:6][C:7]1[CH:15]=[CH:14][C:10]([C:11](Cl)=[O:12])=[CH:9][CH:8]=1.C(N(CC)CC)C. The catalyst is C(Cl)Cl. The product is [F:6][C:7]1[CH:15]=[CH:14][C:10]([C:11]([N:3]([O:4][CH3:5])[CH3:2])=[O:12])=[CH:9][CH:8]=1. The yield is 0.880. (6) The reactants are [CH3:1][N:2]1[CH:10]=[C:9]2[C:4]([C:5]([C:12]#[N:13])=[CH:6][CH:7]=[C:8]2[CH3:11])=[N:3]1. The catalyst is CO.N.[Ni]. The product is [CH3:1][N:2]1[CH:10]=[C:9]2[C:4]([C:5]([CH2:12][NH2:13])=[CH:6][CH:7]=[C:8]2[CH3:11])=[N:3]1. The yield is 1.00. (7) The reactants are [CH3:1][NH:2][CH3:3].[CH2:4]=O.[N+:6]([C:9]1[CH:17]=[C:16]2[C:12]([CH:13]=[CH:14][NH:15]2)=[CH:11][CH:10]=1)([O-:8])=[O:7].[OH-].[Na+]. The catalyst is C(O)(=O)C. The product is [CH3:1][N:2]([CH3:4])[CH2:3][C:13]1[C:12]2[C:16](=[CH:17][C:9]([N+:6]([O-:8])=[O:7])=[CH:10][CH:11]=2)[NH:15][CH:14]=1. The yield is 0.870. (8) The reactants are [I-].[CH3:2][S+](C)(C)=O.[H-].[Na+].[CH3:9][N:10]1[C:22]2[C:13](=[C:14]3[C:19](=[CH:20][CH:21]=2)[N:18]=[CH:17][CH:16]=[CH:15]3)[N:12]=[C:11]1/[CH:23]=[CH:24]/[C:25]1[CH:34]=[CH:33][C:32]2[C:27](=[CH:28][CH:29]=[CH:30][CH:31]=2)[N:26]=1.[OH-].[K+]. The catalyst is CN(C=O)C. The product is [CH3:9][N:10]1[C:22]2[C:13](=[C:14]3[C:19](=[CH:20][CH:21]=2)[N:18]=[CH:17][CH:16]=[CH:15]3)[N:12]=[C:11]1[CH:23]1[CH2:2][CH:24]1[C:25]1[CH:34]=[CH:33][C:32]2[C:27](=[CH:28][CH:29]=[CH:30][CH:31]=2)[N:26]=1. The yield is 0.350. (9) The reactants are Br[C:2]1[CH:7]=[CH:6][CH:5]=[CH:4][N:3]=1.[C:8](=[O:11])([O-])[O-].[K+].[K+].C(N1C=CN=C1)CCC.[CH3:23][CH2:24][CH2:25][CH2:26][CH2:27][CH2:28][CH2:29][CH2:23][CH2:24][CH2:25][CH2:26][CH2:27][CH2:28][CH3:29]. The catalyst is [Cu]Cl.C(OCC)C.O.C1(C)C=CC=CC=1. The product is [CH3:29][C:28]1[CH:27]=[CH:26][CH:25]=[C:24]([CH3:23])[C:8]=1[O:11][C:2]1[CH:7]=[CH:6][CH:5]=[CH:4][N:3]=1. The yield is 0.950.